The task is: Predict the reaction yield, written as a fraction of the theoretical maximum amount of product (1.0 means a 100% yield; for example, 0.34 means a 34% yield).. This data is from Reaction yield outcomes from USPTO patents with 853,638 reactions. (1) The reactants are N(OCC(C)C)=O.[Cl:8][C:9]1[CH:39]=[CH:38][C:12]([CH2:13][CH2:14][NH:15][C:16]([C:18]2[CH:36]=[CH:35][C:21]([O:22][C:23]3[CH:28]=[CH:27][C:26]([CH2:29][C:30]([O:32][CH3:33])=[O:31])=[CH:25][C:24]=3[Cl:34])=[C:20](N)[CH:19]=2)=[O:17])=[CH:11][CH:10]=1. The catalyst is CN(C=O)C.C(OCC)(=O)C. The product is [Cl:8][C:9]1[CH:10]=[CH:11][C:12]([CH2:13][CH2:14][NH:15][C:16]([C:18]2[CH:36]=[CH:35][C:21]([O:22][C:23]3[CH:28]=[CH:27][C:26]([CH2:29][C:30]([O:32][CH3:33])=[O:31])=[CH:25][C:24]=3[Cl:34])=[CH:20][CH:19]=2)=[O:17])=[CH:38][CH:39]=1. The yield is 0.723. (2) The reactants are [N:1]([CH2:4][CH2:5][NH:6][C:7](=[O:21])[CH2:8][CH2:9][CH2:10][CH2:11][CH2:12][CH2:13][CH2:14][CH2:15][CH2:16][CH2:17][CH2:18][CH2:19][CH3:20])=[N+:2]=[N-:3].N([CH2:25][CH2:26]N)=[N+]=[N-].C(N(CC)CC)C. The catalyst is ClCCl. The product is [N:1]([CH2:4][CH2:5][NH:6][C:7](=[O:21])[C:8]1[CH:26]=[CH:25][C:11]([CH2:12][CH2:13][CH2:14][CH2:15][CH2:16][CH2:17][CH2:18][CH2:19][CH3:20])=[CH:10][CH:9]=1)=[N+:2]=[N-:3]. The yield is 0.970. (3) The reactants are S(S([O-])=O)([O-])=O.[Na+].[Na+].[Br:9][C:10]1[CH:11]=[C:12]([O:17][C:18]2[C:23]([F:24])=[C:22]([CH3:25])[CH:21]=[CH:20][C:19]=2[N+:26]([O-])=O)[CH:13]=[C:14]([Cl:16])[CH:15]=1. The catalyst is O.C1COCC1. The product is [Br:9][C:10]1[CH:11]=[C:12]([O:17][C:18]2[C:23]([F:24])=[C:22]([CH3:25])[CH:21]=[CH:20][C:19]=2[NH2:26])[CH:13]=[C:14]([Cl:16])[CH:15]=1. The yield is 0.420. (4) The reactants are O.O.Cl[Sn]Cl.[CH2:6]([O:8][C:9]1[CH:10]=[C:11]([C:17]([C:21]2[CH:26]=[CH:25][C:24]([O:27][CH3:28])=[C:23]([N+:29]([O-])=O)[CH:22]=2)=[CH:18][C:19]#[N:20])[CH:12]=[CH:13][C:14]=1[O:15][CH3:16])[CH3:7].[OH-].[Na+]. The catalyst is C(O)C.C(OCC)(=O)C. The product is [NH2:29][C:23]1[CH:22]=[C:21]([C:17]([C:11]2[CH:12]=[CH:13][C:14]([O:15][CH3:16])=[C:9]([O:8][CH2:6][CH3:7])[CH:10]=2)=[CH:18][C:19]#[N:20])[CH:26]=[CH:25][C:24]=1[O:27][CH3:28]. The yield is 0.740. (5) The reactants are [NH2:1][CH2:2][C:3]1[CH:8]=[CH:7][C:6]([C:9]2[C:10]([NH2:25])=[N:11][C:12]([NH2:24])=[N:13][C:14]=2[CH2:15][O:16][CH2:17][C:18]2[CH:23]=[CH:22][CH:21]=[CH:20][CH:19]=2)=[CH:5][CH:4]=1.C(N(C(C)C)CC)(C)C.F[C:36]1[CH:41]=[CH:40][C:39]([N+:42]([O-:44])=[O:43])=[CH:38][CH:37]=1. The catalyst is CN1C(=O)CCC1. The product is [CH2:17]([O:16][CH2:15][C:14]1[N:13]=[C:12]([NH2:24])[N:11]=[C:10]([NH2:25])[C:9]=1[C:6]1[CH:5]=[CH:4][C:3]([CH2:2][NH:1][C:36]2[CH:41]=[CH:40][C:39]([N+:42]([O-:44])=[O:43])=[CH:38][CH:37]=2)=[CH:8][CH:7]=1)[C:18]1[CH:19]=[CH:20][CH:21]=[CH:22][CH:23]=1. The yield is 0.240. (6) The reactants are [OH:1][C@H:2]1[CH2:6][NH:5][C@H:4]([C:7]([OH:9])=[O:8])[CH2:3]1.C([O-])(O)=O.[Na+].[CH3:15][C:16]([O:19][C:20](O[C:20]([O:19][C:16]([CH3:18])([CH3:17])[CH3:15])=[O:21])=[O:21])([CH3:18])[CH3:17].Cl. The catalyst is O1CCOCC1.O. The product is [C:20]([N:5]1[CH2:6][C@H:2]([OH:1])[CH2:3][C@H:4]1[C:7]([OH:9])=[O:8])([O:19][C:16]([CH3:18])([CH3:17])[CH3:15])=[O:21]. The yield is 0.820.